This data is from Forward reaction prediction with 1.9M reactions from USPTO patents (1976-2016). The task is: Predict the product of the given reaction. (1) Given the reactants C[O:2][C:3](=[O:35])[C@@H:4]([O:32][CH2:33][CH3:34])[CH2:5][C:6]1[C:11]([CH3:12])=[CH:10][C:9]([O:13][CH2:14][C:15]2[N:16]=[C:17]([C:21]3[CH:26]=[CH:25][C:24]([O:27][CH:28]([CH3:30])[CH3:29])=[CH:23][CH:22]=3)[O:18][C:19]=2[CH3:20])=[CH:8][C:7]=1[CH3:31].[Li+].[OH-], predict the reaction product. The product is: [CH2:33]([O:32][C@@H:4]([CH2:5][C:6]1[C:11]([CH3:12])=[CH:10][C:9]([O:13][CH2:14][C:15]2[N:16]=[C:17]([C:21]3[CH:26]=[CH:25][C:24]([O:27][CH:28]([CH3:30])[CH3:29])=[CH:23][CH:22]=3)[O:18][C:19]=2[CH3:20])=[CH:8][C:7]=1[CH3:31])[C:3]([OH:35])=[O:2])[CH3:34]. (2) Given the reactants [Br:1][C:2]1[C:10]2[C:5](=[N:6][CH:7]=[CH:8][CH:9]=2)[S:4][CH:3]=1.C([Li])CCC.[CH2:16]([CH:18]([C:21]1[C:22]2[N:23]([C:28](I)=[C:29]([CH3:31])[N:30]=2)[N:24]=[C:25]([CH3:27])[CH:26]=1)[CH2:19][CH3:20])[CH3:17], predict the reaction product. The product is: [Br:1][C:2]1[C:10]2[C:5](=[N:6][CH:7]=[CH:8][CH:9]=2)[S:4][C:3]=1[C:28]1[N:23]2[N:24]=[C:25]([CH3:27])[CH:26]=[C:21]([CH:18]([CH2:16][CH3:17])[CH2:19][CH3:20])[C:22]2=[N:30][C:29]=1[CH3:31]. (3) Given the reactants [Cl:1][C:2]1[CH:3]=[CH:4][C:5]([C:31]#[N:32])=[C:6]([C:8]2[C:13]([O:14][CH3:15])=[CH:12][N:11]([CH:16]([CH2:24][C:25]3[N:26]=[CH:27][O:28][CH:29]=3)[C:17]([O:19]C(C)(C)C)=[O:18])[C:10](=[O:30])[CH:9]=2)[CH:7]=1.C(O)(C(F)(F)F)=O, predict the reaction product. The product is: [Cl:1][C:2]1[CH:3]=[CH:4][C:5]([C:31]#[N:32])=[C:6]([C:8]2[C:13]([O:14][CH3:15])=[CH:12][N:11]([CH:16]([CH2:24][C:25]3[N:26]=[CH:27][O:28][CH:29]=3)[C:17]([OH:19])=[O:18])[C:10](=[O:30])[CH:9]=2)[CH:7]=1. (4) Given the reactants Cl[C:2]1[N:7]=[C:6]([C:8]2[S:12][C:11]([N:13]3[CH2:18][CH2:17][O:16][CH2:15][CH2:14]3)=[N:10][C:9]=2[C:19]2[C:20]([F:35])=[C:21]([NH:25][S:26]([N:29]3[CH2:34][CH2:33][O:32][CH2:31][CH2:30]3)(=[O:28])=[O:27])[CH:22]=[CH:23][CH:24]=2)[CH:5]=[CH:4][N:3]=1.[NH4+:36].[OH-], predict the reaction product. The product is: [NH2:36][C:2]1[N:7]=[C:6]([C:8]2[S:12][C:11]([N:13]3[CH2:18][CH2:17][O:16][CH2:15][CH2:14]3)=[N:10][C:9]=2[C:19]2[C:20]([F:35])=[C:21]([NH:25][S:26]([N:29]3[CH2:34][CH2:33][O:32][CH2:31][CH2:30]3)(=[O:28])=[O:27])[CH:22]=[CH:23][CH:24]=2)[CH:5]=[CH:4][N:3]=1. (5) Given the reactants [H-].[Na+].[C:3]([C:5]1[S:9][C:8]([N:10]2[CH2:15][CH2:14][O:13][CH2:12][CH2:11]2)=[N:7][C:6]=1[NH:16][C:17](=[O:19])[CH3:18])#[N:4].Br[CH:21]([C:23]1[CH:28]=[CH:27][CH:26]=[CH:25][CH:24]=1)[CH3:22].CN(C)C=O, predict the reaction product. The product is: [C:3]([C:5]1[S:9][C:8]([N:10]2[CH2:15][CH2:14][O:13][CH2:12][CH2:11]2)=[N:7][C:6]=1[N:16]([CH:21]([C:23]1[CH:28]=[CH:27][CH:26]=[CH:25][CH:24]=1)[CH3:22])[C:17](=[O:19])[CH3:18])#[N:4]. (6) The product is: [Cl:8][CH2:9][CH2:10][NH:11][C:12]([NH:1][C:2]1[CH:7]=[CH:6][N:5]=[CH:4][CH:3]=1)=[O:13]. Given the reactants [NH2:1][C:2]1[CH:7]=[CH:6][N:5]=[CH:4][CH:3]=1.[Cl:8][CH2:9][CH2:10][N:11]=[C:12]=[O:13].[N-]=C=O, predict the reaction product.